The task is: Predict the product of the given reaction.. This data is from Forward reaction prediction with 1.9M reactions from USPTO patents (1976-2016). Given the reactants Br[CH2:2][C:3]([C:5]1[C:13]2[C:8](=[N:9][CH:10]=[CH:11][CH:12]=2)[NH:7][CH:6]=1)=O.BrCC(C1N2C=CC=NC2=NC=1)=O.[CH3:27][O:28][C:29]1[CH:34]=[CH:33][CH:32]=[CH:31][C:30]=1[NH:35][C:36]([NH2:38])=[S:37], predict the reaction product. The product is: [CH3:27][O:28][C:29]1[CH:34]=[CH:33][CH:32]=[CH:31][C:30]=1[NH:35][C:36]1[S:37][CH:2]=[C:3]([C:5]2[C:13]3[C:8](=[N:9][CH:10]=[CH:11][CH:12]=3)[NH:7][CH:6]=2)[N:38]=1.